This data is from Full USPTO retrosynthesis dataset with 1.9M reactions from patents (1976-2016). The task is: Predict the reactants needed to synthesize the given product. (1) Given the product [N:15]1[CH:16]=[CH:17][CH:18]=[CH:19][C:14]=1[C:12]1[C:11]([C:2]2[CH:3]=[CH:4][C:5]3[C:10](=[CH:9][CH:8]=[CH:7][N:6]=3)[N:1]=2)=[CH:28][NH:25][N:32]=1, predict the reactants needed to synthesize it. The reactants are: [N:1]1[C:10]2[C:5](=[N:6][CH:7]=[CH:8][CH:9]=2)[CH:4]=[CH:3][C:2]=1[CH2:11][C:12]([C:14]1[CH:19]=[CH:18][CH:17]=[CH:16][N:15]=1)=O.C(O)(=O)C.C[N:25]([CH3:28])C=O.CC([N:32](C)C)=O.O.NN. (2) Given the product [C:25]([O:24][CH:19]([C:11]1[C:12]([C:15]([F:18])([F:17])[F:16])=[CH:13][CH:14]=[C:9]([OH:8])[C:10]=1[C:29]1[CH2:34][CH2:33][C:32]([CH3:36])([CH3:35])[CH2:31][CH:30]=1)[C:20]([O:22][CH3:23])=[O:21])([CH3:28])([CH3:26])[CH3:27], predict the reactants needed to synthesize it. The reactants are: C([O:8][C:9]1[C:10]([C:29]2[CH2:34][CH2:33][C:32]([CH3:36])([CH3:35])[CH2:31][CH:30]=2)=[C:11]([CH:19]([O:24][C:25]([CH3:28])([CH3:27])[CH3:26])[C:20]([O:22][CH3:23])=[O:21])[C:12]([C:15]([F:18])([F:17])[F:16])=[CH:13][CH:14]=1)C1C=CC=CC=1.